This data is from Reaction yield outcomes from USPTO patents with 853,638 reactions. The task is: Predict the reaction yield, written as a fraction of the theoretical maximum amount of product (1.0 means a 100% yield; for example, 0.34 means a 34% yield). (1) The reactants are [Br:1][C:2]1[C:3]([CH3:9])=[C:4]([CH:6]=[CH:7][CH:8]=1)[NH2:5].[CH2:10]([O:17][C:18]([NH:20][CH:21]([CH2:25][CH2:26][S:27][CH3:28])[C:22](O)=[O:23])=[O:19])[C:11]1[CH:16]=[CH:15][CH:14]=[CH:13][CH:12]=1.ON1C2N=CC=CC=2N=N1.C(N(C(C)C)CC)(C)C.C(Cl)CCl. The catalyst is C(#N)C.O.C(OCC)(=O)C. The product is [Br:1][C:2]1[C:3]([CH3:9])=[C:4]([NH:5][C:22](=[O:23])[CH:21]([NH:20][C:18](=[O:19])[O:17][CH2:10][C:11]2[CH:16]=[CH:15][CH:14]=[CH:13][CH:12]=2)[CH2:25][CH2:26][S:27][CH3:28])[CH:6]=[CH:7][CH:8]=1. The yield is 0.690. (2) The reactants are [C:1]([C:3]1[CH:8]=[CH:7][C:6]([N:9]2[CH2:14][CH2:13][CH2:12][C@H:11]([NH:15][C@@H:16]3[CH2:21][CH2:20][CH2:19][CH2:18][C@H:17]3[NH:22][C:23]3[CH:28]=[C:27](/[CH:29]=[CH:30]\[C:31](O)=[O:32])[CH:26]=[CH:25][N:24]=3)[CH2:10]2)=[CH:5][CH:4]=1)#[N:2].CC[N:36](CC)CC.ClC(OCC(C)C)=O.N. The catalyst is CO.C1COCC1. The product is [C:1]([C:3]1[CH:4]=[CH:5][C:6]([N:9]2[CH2:14][CH2:13][CH2:12][C@H:11]([NH:15][C@@H:16]3[CH2:21][CH2:20][CH2:19][CH2:18][C@H:17]3[NH:22][C:23]3[CH:28]=[C:27](/[CH:29]=[CH:30]\[C:31]([NH2:36])=[O:32])[CH:26]=[CH:25][N:24]=3)[CH2:10]2)=[CH:7][CH:8]=1)#[N:2]. The yield is 0.220. (3) The reactants are [C:1]1(=[O:7])[CH2:6][CH2:5][CH2:4][CH2:3][CH2:2]1.N1C=CC=CC=1.[S:14](O[S:14]([C:17]([F:20])([F:19])[F:18])(=[O:16])=[O:15])([C:17]([F:20])([F:19])[F:18])(=[O:16])=[O:15]. The catalyst is C(Cl)Cl. The product is [C:1]1([O:7][S:14]([C:17]([F:20])([F:19])[F:18])(=[O:16])=[O:15])[CH2:6][CH2:5][CH2:4][CH2:3][CH:2]=1. The yield is 0.420.